Predict the reaction yield, written as a fraction of the theoretical maximum amount of product (1.0 means a 100% yield; for example, 0.34 means a 34% yield). From a dataset of Reaction yield outcomes from USPTO patents with 853,638 reactions. (1) The reactants are [NH2:1][C:2]1[C:3]([CH3:25])=[C:4]2[C:10]([CH:11]3[CH2:16][CH2:15][N:14]([C:17]([O:19][C:20]([CH3:23])([CH3:22])[CH3:21])=[O:18])[CH2:13][CH2:12]3)=[CH:9][N:8]([CH3:24])[C:5]2=[N:6][CH:7]=1.C(N(CC)CC)C.[C:33]([C:35]1[CH:36]=[C:37]([CH:41]=[CH:42][CH:43]=1)[C:38](Cl)=[O:39])#[N:34]. No catalyst specified. The product is [C:33]([C:35]1[CH:36]=[C:37]([CH:41]=[CH:42][CH:43]=1)[C:38]([NH:1][C:2]1[C:3]([CH3:25])=[C:4]2[C:10]([CH:11]3[CH2:12][CH2:13][N:14]([C:17]([O:19][C:20]([CH3:21])([CH3:22])[CH3:23])=[O:18])[CH2:15][CH2:16]3)=[CH:9][N:8]([CH3:24])[C:5]2=[N:6][CH:7]=1)=[O:39])#[N:34]. The yield is 0.260. (2) The reactants are [Cl:1]C(OC(Cl)C)=O.C([N:21]1[CH2:24][CH:23]([C:25]2[C:29]3[CH:30]=[CH:31][CH:32]=[CH:33][C:28]=3[O:27][CH:26]=2)[CH2:22]1)(C1C=CC=CC=1)C1C=CC=CC=1.C(O)C. The catalyst is ClCCl. The product is [ClH:1].[O:27]1[C:28]2[CH:33]=[CH:32][CH:31]=[CH:30][C:29]=2[C:25]([CH:23]2[CH2:22][NH:21][CH2:24]2)=[CH:26]1. The yield is 1.30. (3) The reactants are Cl[C:2]1[C:7]([C:8]([NH2:10])=[O:9])=[CH:6][N:5]=[C:4]([S:11][CH3:12])[N:3]=1.[O:13]([C:20]1[CH:25]=[CH:24][C:23]([OH:26])=[CH:22][CH:21]=1)[C:14]1[CH:19]=[CH:18][CH:17]=[CH:16][CH:15]=1.C([O-])([O-])=O.[Cs+].[Cs+]. The catalyst is CN(C)C=O. The product is [CH3:12][S:11][C:4]1[N:3]=[C:2]([O:26][C:23]2[CH:22]=[CH:21][C:20]([O:13][C:14]3[CH:19]=[CH:18][CH:17]=[CH:16][CH:15]=3)=[CH:25][CH:24]=2)[C:7]([C:8]([NH2:10])=[O:9])=[CH:6][N:5]=1. The yield is 0.380. (4) The reactants are [F:1][C:2]1[CH:7]=[C:6]([I:8])[CH:5]=[CH:4][C:3]=1[NH:9][C:10]1[N:14]2[CH:15]=[N:16][CH:17]=[CH:18][C:13]2=[CH:12][C:11]=1[C:19]([OH:21])=O.CC1(C)[O:27][C@H:26]([CH2:28]NO)[CH2:25][O:24]1.C1C=CC2[N:40]([OH:41])N=NC=2C=1.CCN=C=NCCCN(C)C.Cl.CCN(C(C)C)C(C)C. The catalyst is CN(C=O)C. The product is [OH:27][C@H:26]([CH2:25][OH:24])[CH2:28][O:41][NH:40][C:19]([C:11]1[CH:12]=[C:13]2[CH:18]=[CH:17][N:16]=[CH:15][N:14]2[C:10]=1[NH:9][C:3]1[CH:4]=[CH:5][C:6]([I:8])=[CH:7][C:2]=1[F:1])=[O:21]. The yield is 0.200.